From a dataset of Merck oncology drug combination screen with 23,052 pairs across 39 cell lines. Regression. Given two drug SMILES strings and cell line genomic features, predict the synergy score measuring deviation from expected non-interaction effect. (1) Drug 1: Cn1nnc2c(C(N)=O)ncn2c1=O. Drug 2: CC(C)CC(NC(=O)C(Cc1ccccc1)NC(=O)c1cnccn1)B(O)O. Cell line: ES2. Synergy scores: synergy=-20.1. (2) Drug 1: O=S1(=O)NC2(CN1CC(F)(F)F)C1CCC2Cc2cc(C=CCN3CCC(C(F)(F)F)CC3)ccc2C1. Drug 2: NC(=O)c1cccc2cn(-c3ccc(C4CCCNC4)cc3)nc12. Cell line: NCIH1650. Synergy scores: synergy=4.05.